Dataset: Reaction yield outcomes from USPTO patents with 853,638 reactions. Task: Predict the reaction yield, written as a fraction of the theoretical maximum amount of product (1.0 means a 100% yield; for example, 0.34 means a 34% yield). (1) The reactants are [CH3:1][O:2][C:3](=[O:21])[C:4]([CH3:20])([CH3:19])[CH2:5][N:6]1[CH2:11][CH2:10][N:9](C(OC(C)(C)C)=O)[CH2:8][CH2:7]1.O1CCOCC1.[ClH:28]. The catalyst is C(O)(C)C. The product is [ClH:28].[ClH:28].[CH3:19][C:4]([CH3:20])([CH2:5][N:6]1[CH2:11][CH2:10][NH:9][CH2:8][CH2:7]1)[C:3]([O:2][CH3:1])=[O:21]. The yield is 0.590. (2) The reactants are [F:1][C:2]([F:20])([F:19])[C:3](=O)[CH2:4][C:5]([C:7]1[CH:17]=[CH:16][C:10]2[O:11][CH2:12][C:13](=[O:15])[NH:14][C:9]=2[CH:8]=1)=O.[Cl:21][C:22]1[CH:23]=[CH:24][C:25]([F:30])=[C:26]([NH:28][NH2:29])[CH:27]=1. The catalyst is C(N(CC)CC)C. The product is [Cl:21][C:22]1[CH:23]=[CH:24][C:25]([F:30])=[C:26]([N:28]2[C:5]([C:7]3[CH:17]=[CH:16][C:10]4[O:11][CH2:12][C:13](=[O:15])[NH:14][C:9]=4[CH:8]=3)=[CH:4][C:3]([C:2]([F:20])([F:19])[F:1])=[N:29]2)[CH:27]=1. The yield is 0.520. (3) The reactants are [CH3:1][N:2]1[CH2:7][CH2:6][N:5]([C:8]2[CH:20]=[CH:19][C:11]([C:12]([O:14][C:15]([CH3:18])([CH3:17])[CH3:16])=[O:13])=[C:10]([NH:21][CH:22]3[CH2:27][CH2:26][N:25]([CH3:28])[CH2:24][CH2:23]3)[CH:9]=2)[CH2:4][CH2:3]1.C(N(CC)CC)C.[F:36][C:37]([F:48])([F:47])[C:38](O[C:38](=[O:39])[C:37]([F:48])([F:47])[F:36])=[O:39]. The catalyst is ClCCl. The product is [CH3:1][N:2]1[CH2:3][CH2:4][N:5]([C:8]2[CH:20]=[CH:19][C:11]([C:12]([O:14][C:15]([CH3:18])([CH3:17])[CH3:16])=[O:13])=[C:10]([N:21]([CH:22]3[CH2:27][CH2:26][N:25]([CH3:28])[CH2:24][CH2:23]3)[C:38](=[O:39])[C:37]([F:48])([F:47])[F:36])[CH:9]=2)[CH2:6][CH2:7]1. The yield is 0.930. (4) The reactants are [CH3:1][N:2]1[CH:6]=[C:5]([C:7]2[CH:8]=[C:9]([NH:13][C:14]3[C:18]4[CH2:19][N:20]([C:23](=[O:25])[CH3:24])[CH2:21][CH2:22][C:17]=4[NH:16][N:15]=3)[CH:10]=[CH:11][CH:12]=2)[CH:4]=[N:3]1.C([O-])([O-])=O.[Cs+].[Cs+].[F:32][C:33]([F:37])([F:36])[CH2:34]I. The catalyst is CN(C=O)C. The product is [CH3:1][N:2]1[CH:6]=[C:5]([C:7]2[CH:8]=[C:9]([NH:13][C:14]3[C:18]4[CH2:19][N:20]([C:23](=[O:25])[CH3:24])[CH2:21][CH2:22][C:17]=4[N:16]([CH2:34][C:33]([F:37])([F:36])[F:32])[N:15]=3)[CH:10]=[CH:11][CH:12]=2)[CH:4]=[N:3]1. The yield is 0.0200. (5) The reactants are [CH3:1][O:2][C:3]1[CH:10]=[CH:9][C:6]([CH2:7]Cl)=[CH:5][CH:4]=1.[Br:11][C:12]1[CH:17]=[C:16]([Br:18])[CH:15]=[CH:14][C:13]=1[OH:19].C(=O)([O-])[O-].[K+].[K+].C(=O)([O-])[O-].[Cs+].[Cs+]. The catalyst is CN(C=O)C.O. The product is [Br:11][C:12]1[CH:17]=[C:16]([Br:18])[CH:15]=[CH:14][C:13]=1[O:19][CH2:7][C:6]1[CH:9]=[CH:10][C:3]([O:2][CH3:1])=[CH:4][CH:5]=1. The yield is 0.980. (6) The reactants are [CH2:1]([O:4][C:5]1[CH:10]=[CH:9][C:8]([S:11]([N:14]=[C:15]=[O:16])(=[O:13])=[O:12])=[CH:7][CH:6]=1)[CH:2]=[CH2:3].[Cl:17][C:18]1[CH:19]=[C:20]([NH2:27])[C:21](=[CH:25][CH:26]=1)[C:22](O)=[O:23]. No catalyst specified. The product is [CH2:1]([O:4][C:5]1[CH:6]=[CH:7][C:8]([S:11]([N:14]2[C:22](=[O:23])[C:21]3[C:20](=[CH:19][C:18]([Cl:17])=[CH:26][CH:25]=3)[NH:27][C:15]2=[O:16])(=[O:13])=[O:12])=[CH:9][CH:10]=1)[CH:2]=[CH2:3]. The yield is 0.530. (7) The reactants are [CH3:1][C:2]1[CH:11]=[CH:10][C:9]2[C:4](=[C:5]([OH:12])[CH:6]=[CH:7][CH:8]=2)[N:3]=1.N1C(C)=CC=CC=1C.[F:21][C:22]([F:35])([F:34])[S:23](O[S:23]([C:22]([F:35])([F:34])[F:21])(=[O:25])=[O:24])(=[O:25])=[O:24]. The catalyst is ClCCl. The product is [F:21][C:22]([F:35])([F:34])[S:23]([O:12][C:5]1[CH:6]=[CH:7][CH:8]=[C:9]2[C:4]=1[N:3]=[C:2]([CH3:1])[CH:11]=[CH:10]2)(=[O:25])=[O:24]. The yield is 0.980.